This data is from Reaction yield outcomes from USPTO patents with 853,638 reactions. The task is: Predict the reaction yield, written as a fraction of the theoretical maximum amount of product (1.0 means a 100% yield; for example, 0.34 means a 34% yield). (1) The reactants are C([Li])CCC.CC(C)=O.C(=O)=O.Br[C:14]1[CH:32]=[CH:31][C:17]([N:18]([C:25]2[CH:30]=[CH:29][CH:28]=[CH:27][CH:26]=2)[C:19]2[CH:24]=[CH:23][CH:22]=[CH:21][CH:20]=2)=[CH:16][CH:15]=1.C(O[B:37]1[O:41][C:40]([CH3:43])([CH3:42])[C:39]([CH3:45])([CH3:44])[O:38]1)(C)C. The catalyst is C1COCC1. The product is [C:19]1([N:18]([C:25]2[CH:30]=[CH:29][CH:28]=[CH:27][CH:26]=2)[C:17]2[CH:31]=[CH:32][C:14]([B:37]3[O:41][C:40]([CH3:43])([CH3:42])[C:39]([CH3:45])([CH3:44])[O:38]3)=[CH:15][CH:16]=2)[CH:24]=[CH:23][CH:22]=[CH:21][CH:20]=1. The yield is 0.728. (2) The reactants are [CH2:1]([O:8][C:9]([NH:11][C@@H:12]([CH2:17][C:18]1[CH:23]=[CH:22][C:21](Br)=[C:20]([CH3:25])[CH:19]=1)[C:13]([O:15][CH3:16])=[O:14])=[O:10])[C:2]1[CH:7]=[CH:6][CH:5]=[CH:4][CH:3]=1.C(N(CC)CC)C.[CH3:33][C:34]1([CH3:41])[C:38]([CH3:40])([CH3:39])[O:37][BH:36][O:35]1. The catalyst is C([O-])(=O)C.[Pd+2].C([O-])(=O)C.O1CCOCC1. The product is [CH2:1]([O:8][C:9]([NH:11][C@@H:12]([CH2:17][C:18]1[CH:23]=[CH:22][C:21]([B:36]2[O:37][C:38]([CH3:40])([CH3:39])[C:34]([CH3:41])([CH3:33])[O:35]2)=[C:20]([CH3:25])[CH:19]=1)[C:13]([O:15][CH3:16])=[O:14])=[O:10])[C:2]1[CH:7]=[CH:6][CH:5]=[CH:4][CH:3]=1. The yield is 0.910. (3) The reactants are C[Si](C)(C)[C:3]#[C:4][C:5]1[N:12]=[CH:11][CH:10]=[CH:9][C:6]=1[C:7]#[N:8].[CH3:15][O-:16].[Na+].CC[O:20][CH2:21]C. The catalyst is CO. The product is [CH3:15][O:16][CH:3]([O:20][CH3:21])[CH2:4][C:5]1[N:12]=[CH:11][CH:10]=[CH:9][C:6]=1[C:7]#[N:8]. The yield is 0.940. (4) The reactants are [C:1]([C:3]1[C:4]([S:20][CH2:21][C:22]([NH2:24])=[O:23])=[N:5][C:6]([CH:17]([CH3:19])[CH3:18])=[N:7][C:8]=1[C:9]1[CH:14]=[CH:13][C:12]([Cl:15])=[C:11]([Cl:16])[CH:10]=1)#[N:2].CCOC(C)=O. The catalyst is CCO. The product is [NH2:2][C:1]1[C:3]2[C:8]([C:9]3[CH:14]=[CH:13][C:12]([Cl:15])=[C:11]([Cl:16])[CH:10]=3)=[N:7][C:6]([CH:17]([CH3:19])[CH3:18])=[N:5][C:4]=2[S:20][C:21]=1[C:22]([NH2:24])=[O:23]. The yield is 0.450. (5) The reactants are [CH:1]1([NH:4][C:5]([C:7]2[C:8](=[O:25])[N:9]([C:15]3[CH:20]=[CH:19][CH:18]=[C:17]([C:21]([F:24])([F:23])[F:22])[CH:16]=3)[C:10]([CH3:14])=[C:11](I)[CH:12]=2)=[O:6])[CH2:3][CH2:2]1.C([Sn](CCCC)(CCCC)[S:31][C:32]1[CH:37]=[CH:36][C:35]([O:38][CH3:39])=[CH:34][CH:33]=1)CCC.CN1C(=[O:54])CCC1.OO. The catalyst is C(O)(=O)C.O.[Pd].C(P(C(C)(C)C)C(C)(C)C)(C)(C)C. The product is [CH:1]1([NH:4][C:5]([C:7]2[C:8](=[O:25])[N:9]([C:15]3[CH:20]=[CH:19][CH:18]=[C:17]([C:21]([F:24])([F:23])[F:22])[CH:16]=3)[C:10]([CH3:14])=[C:11]([S:31]([C:32]3[CH:37]=[CH:36][C:35]([O:38][CH3:39])=[CH:34][CH:33]=3)=[O:54])[CH:12]=2)=[O:6])[CH2:3][CH2:2]1. The yield is 0.380. (6) The reactants are [CH3:1][O:2][C:3]1[CH:4]=[C:5]2[C:10](=[CH:11][C:12]=1[O:13][CH3:14])[N:9]=[CH:8][N:7]=[C:6]2[O:15][C:16]1[CH:22]=[CH:21][C:19]([NH2:20])=[CH:18][CH:17]=1.ClC(Cl)(O[C:27](=[O:33])[O:28][C:29](Cl)(Cl)Cl)Cl.[O:35]1[CH2:40][CH2:39]C(O)[CH2:37][CH2:36]1.C(=O)(O)[O-].[Na+]. The catalyst is C(Cl)Cl.C(N(CC)CC)C.C1(C)C=CC=CC=1. The product is [CH3:1][O:2][C:3]1[CH:4]=[C:5]2[C:10](=[CH:11][C:12]=1[O:13][CH3:14])[N:9]=[CH:8][N:7]=[C:6]2[O:15][C:16]1[CH:22]=[CH:21][C:19]([NH:20][C:27](=[O:33])[O:28][CH:29]2[CH2:39][CH2:40][O:35][CH2:36][CH2:37]2)=[CH:18][CH:17]=1. The yield is 0.530. (7) The yield is 0.700. The catalyst is C1COCC1.O. The reactants are C([O:3][C:4](=[O:42])[CH2:5][CH2:6][CH2:7][O:8][C:9]1[CH:14]=[CH:13][C:12]([N:15]2[CH:23]=[N:22][C:21]3[C:16]2=[N:17][C:18]([NH:24][C:25]2[CH:30]=[CH:29][C:28]([CH2:31][CH2:32][CH2:33][NH:34][C:35]([O:37][C:38]([CH3:41])([CH3:40])[CH3:39])=[O:36])=[CH:27][CH:26]=2)=[N:19][CH:20]=3)=[CH:11][CH:10]=1)C.O[Li].O. The product is [C:38]([O:37][C:35]([NH:34][CH2:33][CH2:32][CH2:31][C:28]1[CH:27]=[CH:26][C:25]([NH:24][C:18]2[N:17]=[C:16]3[C:21]([N:22]=[CH:23][N:15]3[C:12]3[CH:13]=[CH:14][C:9]([O:8][CH2:7][CH2:6][CH2:5][C:4]([OH:42])=[O:3])=[CH:10][CH:11]=3)=[CH:20][N:19]=2)=[CH:30][CH:29]=1)=[O:36])([CH3:41])([CH3:39])[CH3:40]. (8) The reactants are [H-].[Na+].[C:3]([O:11][CH2:12][CH3:13])(=[O:10])[CH2:4][C:5]([O:7][CH2:8][CH3:9])=[O:6].Cl[C:15]1[CH:20]=[CH:19][N:18]=[C:17]([NH2:21])[C:16]=1[N+:22]([O-:24])=[O:23]. The catalyst is CN1C(=O)CCC1.CCOC(C)=O.O. The product is [NH2:21][C:17]1[C:16]([N+:22]([O-:24])=[O:23])=[C:15]([CH:4]([C:5]([O:7][CH2:8][CH3:9])=[O:6])[C:3]([O:11][CH2:12][CH3:13])=[O:10])[CH:20]=[CH:19][N:18]=1. The yield is 0.990. (9) The reactants are [CH:1]12[CH2:7][CH:4]([CH2:5][CH2:6]1)[CH:3]=[CH:2]2.C=CCCCC.CO.Cl. The catalyst is C1(C)C=CC=CC=1.[Ti].C1(C(C2([B-](C3C(F)=C(F)C(F)=C(F)C=3F)(C3C(F)=C(F)C(F)=C(F)C=3F)C3C(F)=C(F)C(F)=C(F)C=3F)C(F)=C(F)C(F)=C(F)C2F)(C2C=CC=CC=2)C2C=CC=CC=2)C=CC=CC=1. The product is [CH2:6]=[CH:1][CH2:2][CH2:3][CH2:4][CH3:5].[CH:1]12[CH2:7][CH:4]([CH2:5][CH2:6]1)[CH:3]=[CH:2]2. The yield is 0.127.